This data is from Catalyst prediction with 721,799 reactions and 888 catalyst types from USPTO. The task is: Predict which catalyst facilitates the given reaction. (1) Reactant: [NH2:1][C:2]1[N:6]([C:7]([CH3:10])([CH3:9])[CH3:8])[CH:5]=[C:4]([C:11]#[N:12])[CH:3]=1.[CH3:13][C:14](=O)[CH2:15][C:16](=O)[CH3:17].Cl. Product: [C:7]([N:6]1[C:2]2=[N:1][C:14]([CH3:13])=[CH:15][C:16]([CH3:17])=[C:3]2[C:4]([C:11]#[N:12])=[CH:5]1)([CH3:8])([CH3:9])[CH3:10]. The catalyst class is: 8. (2) Reactant: O(Cl)Cl.CN(C)[CH:6]=[O:7].[CH:9]1[C:21]2[N:20]([C:22]3[CH:27]=[CH:26][C:25]([C:28]4[CH:33]=[CH:32][C:31]([N:34]5[C:46]6[CH:45]=[CH:44][CH:43]=[CH:42][C:41]=6[C:40]6[C:35]5=[CH:36][CH:37]=[CH:38][CH:39]=6)=[CH:30][CH:29]=4)=[CH:24][CH:23]=3)[C:19]3[C:14](=[CH:15][CH:16]=[CH:17][CH:18]=3)[C:13]=2[CH:12]=[CH:11][CH:10]=1.[CH2:47]([OH:49])C.ClCCl. Product: [CH:47]([C:11]1[CH:10]=[CH:9][C:21]2[N:20]([C:22]3[CH:27]=[CH:26][C:25]([C:28]4[CH:29]=[CH:30][C:31]([N:34]5[C:46]6[CH:45]=[CH:44][C:43]([CH:6]=[O:7])=[CH:42][C:41]=6[C:40]6[C:35]5=[CH:36][CH:37]=[CH:38][CH:39]=6)=[CH:32][CH:33]=4)=[CH:24][CH:23]=3)[C:19]3[C:14]([C:13]=2[CH:12]=1)=[CH:15][CH:16]=[CH:17][CH:18]=3)=[O:49]. The catalyst class is: 6. (3) Reactant: [CH3:1][C:2]1[C:10]2[C:5](=[CH:6][CH:7]=[C:8](/[CH:11]=[C:12](/[C:15](=O)[CH3:16])\[C:13]#[N:14])[CH:9]=2)[NH:4][N:3]=1.[F:18][C:19]1[CH:24]=[CH:23][C:22]([C:25](=O)[CH2:26][C:27]#[N:28])=[CH:21][CH:20]=1.C([O-])(=O)C.[NH4+:34]. Product: [F:18][C:19]1[CH:24]=[CH:23][C:22]([C:25]2[NH:34][C:15]([CH3:16])=[C:12]([C:13]#[N:14])[CH:11]([C:8]3[CH:9]=[C:10]4[C:5](=[CH:6][CH:7]=3)[NH:4][N:3]=[C:2]4[CH3:1])[C:26]=2[C:27]#[N:28])=[CH:21][CH:20]=1. The catalyst class is: 212. (4) Reactant: Cl.[F:2][C:3]1([F:15])[CH2:7][NH:6][C@H:5]([CH2:8][CH2:9][CH2:10][CH2:11][C:12]([OH:14])=[O:13])[CH2:4]1.[Br:16][C:17]1[CH:22]=[C:21]([F:23])[CH:20]=[CH:19][C:18]=1[C@H:24]1[C:29]([C:30]([O:32][CH2:33][CH3:34])=[O:31])=[C:28]([CH2:35]Br)[NH:27][C:26]([C:37]2[S:38][CH:39]=[CH:40][N:41]=2)=[N:25]1.C([O-])([O-])=O.[K+].[K+]. Product: [Br:16][C:17]1[CH:22]=[C:21]([F:23])[CH:20]=[CH:19][C:18]=1[C@@H:24]1[N:25]=[C:26]([C:37]2[S:38][CH:39]=[CH:40][N:41]=2)[NH:27][C:28]([CH2:35][N:6]2[CH2:7][C:3]([F:2])([F:15])[CH2:4][C@H:5]2[CH2:8][CH2:9][CH2:10][CH2:11][C:12]([OH:14])=[O:13])=[C:29]1[C:30]([O:32][CH2:33][CH3:34])=[O:31]. The catalyst class is: 8. (5) Reactant: [Br:1][C:2]1[CH:7]=[CH:6][C:5]([C:8](=O)[C:9]([C:12]2C=C[N:15]=[C:14](F)[CH:13]=2)=[N:10][OH:11])=[CH:4][CH:3]=1.[F:20][C:21]1[CH:28]=[CH:27][CH:26]=[C:25]([F:29])[C:22]=1[CH:23]=O.[C:30]([O-:33])(=O)[CH3:31].[NH4+:34]. Product: [Br:1][C:2]1[CH:7]=[CH:6][C:5]([C:8]2[N:34]=[C:23]([C:22]3[C:21]([F:20])=[CH:28][CH:27]=[CH:26][C:25]=3[F:29])[N:10]([OH:11])[C:9]=2[C:12]2[CH:13]=[CH:14][NH:15][C:30](=[O:33])[CH:31]=2)=[CH:4][CH:3]=1. The catalyst class is: 15. (6) Reactant: Br[CH2:2][C:3]1[CH:8]=[CH:7][C:6]([C:9]([C:11]2[CH:16]=[CH:15][C:14]([Cl:17])=[CH:13][CH:12]=2)=[O:10])=[CH:5][C:4]=1[F:18].[NH:19]1[CH2:23][CH2:22][CH2:21][CH2:20]1.ClC1C=C(C(C2C=CC(CN3CCCC3)=CC=2)=O)C=CC=1. Product: [Cl:17][C:14]1[CH:15]=[CH:16][C:11]([C:9]([C:6]2[CH:7]=[CH:8][C:3]([CH2:2][N:19]3[CH2:23][CH2:22][CH2:21][CH2:20]3)=[C:4]([F:18])[CH:5]=2)=[O:10])=[CH:12][CH:13]=1. The catalyst class is: 147. (7) Reactant: [N:1]12[CH2:8][CH2:7][C:4]([C:9]([C:17]3[CH:22]=[CH:21][CH:20]=[CH:19][CH:18]=3)([C:11]3[CH:16]=[CH:15][CH:14]=[CH:13][CH:12]=3)[OH:10])([CH2:5][CH2:6]1)[CH2:3][CH2:2]2.[C:23]1([O:29][CH2:30][CH2:31][CH2:32][CH2:33][Br:34])[CH:28]=[CH:27][CH:26]=[CH:25][CH:24]=1. Product: [Br-:34].[OH:10][C:9]([C:17]1[CH:22]=[CH:21][CH:20]=[CH:19][CH:18]=1)([C:11]1[CH:12]=[CH:13][CH:14]=[CH:15][CH:16]=1)[C:4]12[CH2:5][CH2:6][N+:1]([CH2:33][CH2:32][CH2:31][CH2:30][O:29][C:23]3[CH:28]=[CH:27][CH:26]=[CH:25][CH:24]=3)([CH2:2][CH2:3]1)[CH2:8][CH2:7]2. The catalyst class is: 23.